This data is from Forward reaction prediction with 1.9M reactions from USPTO patents (1976-2016). The task is: Predict the product of the given reaction. (1) The product is: [CH2:30]([N:32]([CH2:55][C:56]([NH:25][CH2:26][C@H:27]([OH:29])[CH3:28])=[O:57])[C:33]([C:35]1[CH:36]=[C:37]2[C:45](=[CH:46][CH:47]=1)[N:44]([CH3:48])[C:43]1[CH2:42][CH2:41][CH:40]([CH:49]3[CH2:54][CH2:53][O:52][CH2:51][CH2:50]3)[CH2:39][C:38]2=1)=[O:34])[CH3:31]. Given the reactants CN(C(ON1N=NC2C=CC=NC1=2)=[N+](C)C)C.F[P-](F)(F)(F)(F)F.[NH2:25][CH2:26][C@H:27]([OH:29])[CH3:28].[CH2:30]([N:32]([CH2:55][C:56](O)=[O:57])[C:33]([C:35]1[CH:36]=[C:37]2[C:45](=[CH:46][CH:47]=1)[N:44]([CH3:48])[C:43]1[CH2:42][CH2:41][CH:40]([CH:49]3[CH2:54][CH2:53][O:52][CH2:51][CH2:50]3)[CH2:39][C:38]2=1)=[O:34])[CH3:31], predict the reaction product. (2) Given the reactants Cl.[CH3:2][O:3][C:4](=[O:10])[C@@H:5]1[CH2:9][CH2:8][CH2:7][NH:6]1.C(N(CC)CC)C.[C:18]1(=[O:24])O[C:21](=[O:22])[CH:20]=[CH:19]1.ON1C(=O)CCC1=O.C1CCC(N=C=NC2CCCCC2)CC1.[NH2:48][CH2:49][C:50]1[C:51](=[N:56][NH:57][C:58]2[CH:63]=[CH:62][CH:61]=[C:60]([F:64])[CH:59]=2)[C:52]([NH2:55])=[N:53][N:54]=1, predict the reaction product. The product is: [CH3:2][O:3][C:4]([CH:5]1[CH2:9][CH2:8][CH2:7][N:6]1[C:18](=[O:24])[CH:19]=[CH:20][C:21](=[O:22])[NH:48][CH2:49][C:50]1[C:51](=[N:56][NH:57][C:58]2[CH:63]=[CH:62][CH:61]=[C:60]([F:64])[CH:59]=2)[C:52]([NH2:55])=[N:53][N:54]=1)=[O:10]. (3) The product is: [CH3:1][C:2]1([CH3:21])[C:8]2[CH:9]=[C:10]([C:13]3[NH:17][C:16]([C:18]#[N:19])=[CH:15][CH:14]=3)[CH:11]=[CH:12][C:7]=2[NH:6][C:5](=[S:31])[CH2:4][O:3]1. Given the reactants [CH3:1][C:2]1([CH3:21])[C:8]2[CH:9]=[C:10]([C:13]3[NH:17][C:16]([C:18]#[N:19])=[CH:15][CH:14]=3)[CH:11]=[CH:12][C:7]=2[NH:6][C:5](=O)[CH2:4][O:3]1.COC1C=CC(P2(SP(C3C=CC(OC)=CC=3)(=S)S2)=[S:31])=CC=1, predict the reaction product. (4) Given the reactants C[O:2][C:3]1[CH:12]=[C:11]2[C:6]([CH:7]=[CH:8][C:9]([C:13]#[N:14])=[CH:10]2)=[CH:5][CH:4]=1.[Cl-].[Al+3].[Cl-].[Cl-].C(OCC)(=O)C.Cl, predict the reaction product. The product is: [OH:2][C:3]1[CH:12]=[C:11]2[C:6]([CH:7]=[CH:8][C:9]([C:13]#[N:14])=[CH:10]2)=[CH:5][CH:4]=1. (5) The product is: [NH2:2][C:3]1[N:4]=[C:5]([S:10][CH2:16][C:15]2[CH:18]=[CH:19][CH:20]=[C:21]([F:22])[C:14]=2[F:13])[NH:6][C:7](=[O:9])[CH:8]=1. Given the reactants O.[NH2:2][C:3]1[CH:8]=[C:7]([OH:9])[N:6]=[C:5]([SH:10])[N:4]=1.[H-].[Na+].[F:13][C:14]1[C:21]([F:22])=[CH:20][CH:19]=[CH:18][C:15]=1[CH2:16]Br, predict the reaction product. (6) Given the reactants [BH4-].[Na+].[Si:3]([O:10][CH:11]1[CH2:16][CH2:15][C:14](=[O:17])[CH2:13][CH2:12]1)([C:6]([CH3:9])([CH3:8])[CH3:7])([CH3:5])[CH3:4], predict the reaction product. The product is: [Si:3]([O:10][CH:11]1[CH2:16][CH2:15][CH:14]([OH:17])[CH2:13][CH2:12]1)([C:6]([CH3:9])([CH3:8])[CH3:7])([CH3:5])[CH3:4].